This data is from Catalyst prediction with 721,799 reactions and 888 catalyst types from USPTO. The task is: Predict which catalyst facilitates the given reaction. (1) Reactant: Cl.Cl.[NH:3]1[C:8]2([CH2:13][CH2:12][NH:11][CH2:10][CH2:9]2)[CH2:7][CH2:6][CH2:5][CH2:4]1.C(=O)([O-])[O-].[K+].[K+].CN(C)C=O.F[C:26]1[CH:31]=[CH:30][C:29]([N+:32]([O-:34])=[O:33])=[CH:28][CH:27]=1. Product: [N+:32]([C:29]1[CH:30]=[CH:31][C:26]([N:11]2[CH2:12][CH2:13][C:8]3([NH:3][CH2:4][CH2:5][CH2:6][CH2:7]3)[CH2:9][CH2:10]2)=[CH:27][CH:28]=1)([O-:34])=[O:33]. The catalyst class is: 6. (2) Reactant: CN(C)C1C=CC=CC=1.P(Cl)(Cl)([Cl:12])=O.[CH2:15]([N:22]1[CH2:31][CH2:30][CH:29]2[C:24](=[N:25][C:26]([S:33][CH3:34])=[N:27][C:28]2=O)[CH2:23]1)[C:16]1[CH:21]=[CH:20][CH:19]=[CH:18][CH:17]=1.C(=O)([O-])[O-].[Na+].[Na+]. Product: [CH2:15]([N:22]1[CH2:31][CH2:30][C:29]2[C:28]([Cl:12])=[N:27][C:26]([S:33][CH3:34])=[N:25][C:24]=2[CH2:23]1)[C:16]1[CH:21]=[CH:20][CH:19]=[CH:18][CH:17]=1. The catalyst class is: 26. (3) Reactant: [Cl:1][C:2]1[CH:21]=[CH:20][C:5]2[NH:6][C:7]3[CH:19]=[CH:18][CH:17]=[CH:16][C:8]=3[C@@H:9]3[C@H:14]([NH2:15])[CH2:13][CH2:12][CH2:11][N:10]3[C:4]=2[CH:3]=1.C(N(CC)CC)C.[F:29][C:30]([F:37])([F:36])[C:31](OCC)=[O:32].O. Product: [Cl:1][C:2]1[CH:21]=[CH:20][C:5]2[NH:6][C:7]3[CH:19]=[CH:18][CH:17]=[CH:16][C:8]=3[C@@H:9]3[C@H:14]([NH:15][C:31](=[O:32])[C:30]([F:37])([F:36])[F:29])[CH2:13][CH2:12][CH2:11][N:10]3[C:4]=2[CH:3]=1. The catalyst class is: 5. (4) Reactant: [Cl:1][C:2]1[CH:3]=[C:4]([C:34]2[CH:39]=[CH:38][CH:37]=[C:36]([O:40][CH3:41])[CH:35]=2)[CH:5]=[CH:6][C:7]=1[S:8]([NH:11][C:12]1[CH:13]=[C:14]([NH:20][C:21](=[O:33])[C@@H:22]([N:24](C)[C:25](=O)OC(C)(C)C)[CH3:23])[CH:15]=[CH:16][C:17]=1[O:18][CH3:19])(=[O:10])=[O:9]. Product: [ClH:1].[Cl:1][C:2]1[CH:3]=[C:4]([C:34]2[CH:39]=[CH:38][CH:37]=[C:36]([O:40][CH3:41])[CH:35]=2)[CH:5]=[CH:6][C:7]=1[S:8]([NH:11][C:12]1[CH:13]=[C:14]([NH:20][C:21](=[O:33])[C@H:22]([CH3:23])[NH:24][CH3:25])[CH:15]=[CH:16][C:17]=1[O:18][CH3:19])(=[O:10])=[O:9]. The catalyst class is: 89. (5) Reactant: [F:1][C:2]1[CH:7]=[C:6]([F:8])[CH:5]=[CH:4][C:3]=1[N:9]1[C:17](=[O:18])[C:16]2[C@H:15]3[C:19]([CH3:21])([CH3:20])[C@:12]([CH3:22])([CH2:13][CH2:14]3)[C:11]=2[N:10]1[CH2:23][C:24]1[C:25]([O:30]C)=[N:26][CH:27]=[CH:28][CH:29]=1.C(O)C.Cl.C(=O)([O-])O.[Na+]. Product: [F:1][C:2]1[CH:7]=[C:6]([F:8])[CH:5]=[CH:4][C:3]=1[N:9]1[C:17](=[O:18])[C:16]2[C@H:15]3[C:19]([CH3:20])([CH3:21])[C@:12]([CH3:22])([CH2:13][CH2:14]3)[C:11]=2[N:10]1[CH2:23][C:24]1[C:25]([OH:30])=[N:26][CH:27]=[CH:28][CH:29]=1. The catalyst class is: 6.